Task: Binary Classification. Given a drug SMILES string, predict its activity (active/inactive) in a high-throughput screening assay against a specified biological target.. Dataset: Cav3 T-type calcium channel HTS with 100,875 compounds (1) The compound is O=C1N(CCCCN2CCN(CC2)c2ccccc2)C(=O)C\C1=C(\c1ccccc1)c1ccccc1. The result is 1 (active). (2) The drug is O=C(NCCc1cc(OC)c(OC)cc1)C1CCN(CC1)C(=O)N(C)C. The result is 0 (inactive). (3) The molecule is s1c(C(=O)N2CCN(CC2)c2ccc(F)cc2)ccc1CC. The result is 0 (inactive). (4) The drug is O1C2(N(c3c(C2(C)C)cccc3)CCO)C=Cc2c1ccc(OC)c2. The result is 0 (inactive). (5) The compound is S(CC(=O)N1CCC(CC1)C(=O)Nc1sccn1)c1n(nnn1)c1c(OC)ccc(c1)C. The result is 0 (inactive). (6) The molecule is S(CCC(NC(OC(C)(C)C)=O)C(Oc1cc2occ(c3cc4OCCOc4cc3)c(=O)c2cc1)=O)C. The result is 0 (inactive).